This data is from Full USPTO retrosynthesis dataset with 1.9M reactions from patents (1976-2016). The task is: Predict the reactants needed to synthesize the given product. (1) Given the product [F:33][C:32]([F:35])([F:34])[C:30]([OH:36])=[O:31].[O:16]=[C:14]1[CH:13]=[C:12]([CH:17]2[CH2:22][CH2:21][NH:20][CH2:19][CH2:18]2)[N:6]2[N:7]=[C:8]3[C:4]([C:3]([C:1]#[N:2])=[CH:11][CH:10]=[CH:9]3)=[C:5]2[NH:15]1, predict the reactants needed to synthesize it. The reactants are: [C:1]([C:3]1[C:4]2[C:8]([CH:9]=[CH:10][CH:11]=1)=[N:7][N:6]1[C:12]([CH:17]3[CH2:22][CH2:21][N:20](C(OC(C)(C)C)=O)[CH2:19][CH2:18]3)=[CH:13][C:14](=[O:16])[NH:15][C:5]=21)#[N:2].[C:30]([OH:36])([C:32]([F:35])([F:34])[F:33])=[O:31]. (2) The reactants are: [Br:1][C:2]1[CH:7]=[CH:6][C:5]([C:8]([CH:20]2[CH2:24][CH2:23][CH2:22][CH2:21]2)([CH3:19])[C:9]([O:11][CH:12]2[CH2:17][CH2:16][N:15]([CH3:18])[CH2:14][CH2:13]2)=[O:10])=[CH:4][CH:3]=1.[I:25][CH3:26]. Given the product [I-:25].[Br:1][C:2]1[CH:7]=[CH:6][C:5]([C:8]([CH:20]2[CH2:21][CH2:22][CH2:23][CH2:24]2)([CH3:19])[C:9]([O:11][CH:12]2[CH2:17][CH2:16][N+:15]([CH3:26])([CH3:18])[CH2:14][CH2:13]2)=[O:10])=[CH:4][CH:3]=1, predict the reactants needed to synthesize it. (3) The reactants are: [OH:1][C:2]1[C:9]([C:10]2[S:11][CH:12]=[CH:13][CH:14]=2)=[CH:8][C:5]([CH:6]=[O:7])=[C:4]([O:15][CH3:16])[CH:3]=1.[CH2:17]([O:19][CH2:20][CH:21]1[O:25][CH:24]([CH2:26][OH:27])[CH:23]([CH2:28][OH:29])[O:22]1)[CH3:18].[C:43]1(P([C:43]2[CH:48]=[CH:47][CH:46]=[CH:45][CH:44]=2)[C:43]2[CH:48]=[CH:47][CH:46]=[CH:45][CH:44]=2)[CH:48]=[CH:47][CH:46]=[CH:45][CH:44]=1.N(C(OCC)=O)=N[C:51]([O:53]CC)=[O:52].[CH2:61]1COC[CH2:62]1. Given the product [CH2:61]([O:1][C:2]1[C:9]([C:10]2[S:11][CH:12]=[CH:13][CH:14]=2)=[CH:8][C:5](/[CH:6]=[CH:18]/[C:17]([C:43]2[CH:44]=[CH:45][C:46]([C:51]([OH:53])=[O:52])=[CH:47][CH:48]=2)=[O:19])=[C:4]([O:15][CH3:16])[CH:3]=1)[CH3:62].[CH2:17]([O:19][CH2:20][CH:21]1[O:22][CH:23]([CH2:28][O:29][C:2]2[C:9]([C:10]3[S:11][CH:12]=[CH:13][CH:14]=3)=[CH:8][C:5]([CH:6]=[O:7])=[C:4]([O:15][CH3:16])[CH:3]=2)[CH:24]([CH2:26][OH:27])[O:25]1)[CH3:18], predict the reactants needed to synthesize it. (4) Given the product [CH3:15][C:8]1[S:7][C:6]([C:9]([OH:11])=[O:10])=[C:5]2[CH2:12][CH2:13][C:2]([CH3:14])([CH3:1])[CH2:3][C:4]=12, predict the reactants needed to synthesize it. The reactants are: [CH3:1][C:2]1([CH3:14])[CH2:13][CH2:12][C:5]2=[C:6]([C:9]([OH:11])=[O:10])[S:7][CH:8]=[C:4]2[CH2:3]1.[C:15]([Li])(C)(C)C.CI.C(O)(=O)CC(CC(O)=O)(C(O)=O)O. (5) The reactants are: [CH2:1]([N:8]1[C:16]([C:17]2[CH:22]=[CH:21][CH:20]=[CH:19][CH:18]=2)=[C:15]2[C:10]([C:11]([C:23](F)(F)F)=[CH:12][CH:13]=[CH:14]2)=[N:9]1)[C:2]1[CH:7]=[CH:6][CH:5]=[CH:4][CH:3]=1.[OH:27]S(O)(=O)=O.[OH2:32]. Given the product [CH2:1]([N:8]1[C:16]([C:17]2[CH:22]=[CH:21][CH:20]=[CH:19][CH:18]=2)=[C:15]2[C:10]([C:11]([C:23]([OH:27])=[O:32])=[CH:12][CH:13]=[CH:14]2)=[N:9]1)[C:2]1[CH:7]=[CH:6][CH:5]=[CH:4][CH:3]=1, predict the reactants needed to synthesize it. (6) Given the product [Br:1][C:2]1[CH:3]=[C:4]([O:28][C:29]2[CH:34]=[CH:33][CH:32]=[CH:31][CH:30]=2)[C:5]([NH:8][C:9]2[S:10][CH:11]=[C:12]([CH2:14][CH:15]([CH2:19][CH2:18][NH:17][C:20]([O:22][C:23]([CH3:25])([CH3:24])[CH3:26])=[O:21])[C:16]([OH:27])=[O:35])[N:13]=2)=[N:6][CH:7]=1, predict the reactants needed to synthesize it. The reactants are: [Br:1][C:2]1[CH:3]=[C:4]([O:28][C:29]2[CH:34]=[CH:33][CH:32]=[CH:31][CH:30]=2)[C:5]([NH:8][C:9]2[S:10][CH:11]=[C:12]([CH2:14][CH:15]3[CH2:19][CH2:18][N:17]([C:20]([O:22][C:23]([CH3:26])([CH3:25])[CH3:24])=[O:21])[C:16]3=[O:27])[N:13]=2)=[N:6][CH:7]=1.[OH-:35].[Na+]. (7) Given the product [F:8][C:6]1[CH:5]=[CH:4][C:3]([N+:9]([O-:11])=[O:10])=[C:2]([CH:7]=1)[NH:21][CH3:20], predict the reactants needed to synthesize it. The reactants are: F[C:2]1[CH:7]=[C:6]([F:8])[CH:5]=[CH:4][C:3]=1[N+:9]([O-:11])=[O:10].[F-].[K+].C(=O)([O-])[O-].[K+].[K+].[CH3:20][NH2:21].O.